From a dataset of Peptide-MHC class I binding affinity with 185,985 pairs from IEDB/IMGT. Regression. Given a peptide amino acid sequence and an MHC pseudo amino acid sequence, predict their binding affinity value. This is MHC class I binding data. (1) The peptide sequence is ARGETYGRLL. The MHC is Mamu-B03 with pseudo-sequence Mamu-B03. The binding affinity (normalized) is 0.442. (2) The peptide sequence is ERILSTYLGR. The MHC is HLA-B44:03 with pseudo-sequence HLA-B44:03. The binding affinity (normalized) is 0.0489. (3) The peptide sequence is RRRIGEIFK. The MHC is HLA-B07:02 with pseudo-sequence HLA-B07:02. The binding affinity (normalized) is 0.0847. (4) The peptide sequence is YLRKHIRAL. The MHC is HLA-C15:02 with pseudo-sequence HLA-C15:02. The binding affinity (normalized) is 0.0847. (5) The peptide sequence is TQIFEVYWYL. The MHC is HLA-A68:02 with pseudo-sequence HLA-A68:02. The binding affinity (normalized) is 0.205. (6) The peptide sequence is YLVQQESSFV. The MHC is HLA-A68:02 with pseudo-sequence HLA-A68:02. The binding affinity (normalized) is 0.248. (7) The peptide sequence is WASRELERF. The MHC is HLA-A68:01 with pseudo-sequence HLA-A68:01. The binding affinity (normalized) is 0.174. (8) The peptide sequence is RYEFTAPFI. The MHC is HLA-A02:11 with pseudo-sequence HLA-A02:11. The binding affinity (normalized) is 0.0847. (9) The peptide sequence is KETINEEAA. The binding affinity (normalized) is 0. The MHC is HLA-A24:02 with pseudo-sequence HLA-A24:02.